Dataset: Reaction yield outcomes from USPTO patents with 853,638 reactions. Task: Predict the reaction yield, written as a fraction of the theoretical maximum amount of product (1.0 means a 100% yield; for example, 0.34 means a 34% yield). (1) The reactants are [Si:1]([O:8][C:9]1[CH:13]=[C:12]([C:14]([F:17])([F:16])[F:15])[S:11][C:10]=1[CH2:18]O)([C:4]([CH3:7])([CH3:6])[CH3:5])([CH3:3])[CH3:2].C(N(CC)CC)C.S(Cl)([Cl:29])=O. The catalyst is ClCCl. The product is [C:4]([Si:1]([O:8][C:9]1[CH:13]=[C:12]([C:14]([F:17])([F:16])[F:15])[S:11][C:10]=1[CH2:18][Cl:29])([CH3:3])[CH3:2])([CH3:7])([CH3:6])[CH3:5]. The yield is 0.700. (2) The reactants are [C:1]([O:11][CH:12]([CH3:14])[CH3:13])(=[O:10])/[CH:2]=[CH:3]/[C:4]([O:6][CH:7]([CH3:9])[CH3:8])=[O:5].[C:15]([O:25][CH2:26][CH3:27])(=[O:24])[CH:16]=[CH:17][C:18]1[CH:23]=[CH:22][CH:21]=[CH:20][CH:19]=1.[C:28]([O:32]CC[O:32][C:28](=[O:31])[CH:29]=[CH2:30])(=[O:31])[CH:29]=[CH2:30].C(OOOC(C)(C)C)(=O)C(C)(C)C. The catalyst is O1CCCC1.CO. The product is [C:4]([O:6][CH:7]([CH3:9])[CH3:8])(=[O:5])/[CH:3]=[CH:2]/[C:1]([O:11][CH:12]([CH3:14])[CH3:13])=[O:10].[C:15]([O:25][CH2:26][CH3:27])(=[O:24])[CH:16]=[CH:17][C:18]1[CH:19]=[CH:20][CH:21]=[CH:22][CH:23]=1.[C:28]([O-:32])(=[O:31])[CH:29]=[CH2:30]. The yield is 0.510. (3) The reactants are [CH2:1]([OH:4])[CH2:2][OH:3].[Cl:5][C:6]1[CH:11]=[CH:10][C:9]([N:12]2[CH:16]=[C:15]([CH:17]=O)[N:14]=[CH:13]2)=[CH:8][CH:7]=1.C12(CS(O)(=O)=O)C(C)(C)C(CC1)CC2=O. The catalyst is C1(C)C=CC=CC=1. The product is [Cl:5][C:6]1[CH:7]=[CH:8][C:9]([N:12]2[CH:16]=[C:15]([CH:17]3[O:4][CH2:1][CH2:2][O:3]3)[N:14]=[CH:13]2)=[CH:10][CH:11]=1. The yield is 0.410. (4) The reactants are [F:1][C:2]1[CH:3]=[C:4]([C:8](=[O:15])[CH2:9][C:10]([O:12][CH2:13][CH3:14])=[O:11])[CH:5]=[CH:6][CH:7]=1.[H-].[Na+].[F:18][C:19]([F:29])([F:28])[C:20]1[CH:27]=[CH:26][C:23]([CH2:24]Br)=[CH:22][CH:21]=1.O. The catalyst is COCCOC. The product is [F:1][C:2]1[CH:3]=[C:4]([C:8](=[O:15])[CH:9]([CH2:24][C:23]2[CH:22]=[CH:21][C:20]([C:19]([F:18])([F:28])[F:29])=[CH:27][CH:26]=2)[C:10]([O:12][CH2:13][CH3:14])=[O:11])[CH:5]=[CH:6][CH:7]=1. The yield is 0.820. (5) The reactants are [C:1]1([C:7]([C:9]2[NH:10][C:11]([C:14]3[CH:19]=[CH:18][CH:17]=[CH:16][CH:15]=3)=[CH:12][CH:13]=2)=O)[CH:6]=[CH:5][CH:4]=[CH:3][CH:2]=1.[BH4-].[Na+].O. The catalyst is CC(O)C. The product is [CH2:7]([C:9]1[NH:10][C:11]([C:14]2[CH:19]=[CH:18][CH:17]=[CH:16][CH:15]=2)=[CH:12][CH:13]=1)[C:1]1[CH:2]=[CH:3][CH:4]=[CH:5][CH:6]=1. The yield is 0.810.